Dataset: Full USPTO retrosynthesis dataset with 1.9M reactions from patents (1976-2016). Task: Predict the reactants needed to synthesize the given product. (1) Given the product [F:31][CH2:45][C:43]1[N:3]=[N:2][N:1]([CH2:4][C:5]2[CH:14]=[N:13][C:12]3[C:11]([N:15]4[CH2:16][CH2:17][O:18][CH2:19][CH2:20]4)=[N:10][C:9]([C:21]4[CH:22]=[C:23]([OH:27])[CH:24]=[CH:25][CH:26]=4)=[N:8][C:7]=3[CH:6]=2)[CH:44]=1, predict the reactants needed to synthesize it. The reactants are: [N:1]([CH2:4][C:5]1[CH:14]=[N:13][C:12]2[C:11]([N:15]3[CH2:20][CH2:19][O:18][CH2:17][CH2:16]3)=[N:10][C:9]([C:21]3[CH:26]=[CH:25][CH:24]=[C:23]([O:27]COC)[CH:22]=3)=[N:8][C:7]=2[CH:6]=1)=[N+:2]=[N-:3].[F-:31].[F-].[F-].C(N(SN([CH2:43][CH3:44])CC)CC)C.[C:45]([O-])(O)=O.[Na+]. (2) Given the product [CH3:2][CH:3]1[CH2:4][C:5]2[C:6](=[CH:7][CH:8]=[CH:9][C:10]=2[O:11][CH2:12][O:13][CH3:14])[O:15][CH2:16]1, predict the reactants needed to synthesize it. The reactants are: O[CH2:2][CH:3]([CH3:16])[CH2:4][C:5]1[C:10]([O:11][CH2:12][O:13][CH3:14])=[CH:9][CH:8]=[CH:7][C:6]=1[OH:15].CS(Cl)(=O)=O.CC([O-])(C)C.[K+]. (3) Given the product [NH3:3].[C:18]([C:17]1[CH:16]=[CH:15][C:14]([O:13][CH2:12][CH:11]([OH:22])[CH2:10][N:3]2[CH2:4][CH:5]3[CH2:9][CH:1]([CH2:8][N:7]([C:33]([NH:32][S:29]([C:26]4[CH:27]=[CH:28][C:23]([CH3:35])=[CH:24][CH:25]=4)(=[O:31])=[O:30])=[O:34])[CH2:6]3)[CH2:2]2)=[CH:21][CH:20]=1)#[N:19], predict the reactants needed to synthesize it. The reactants are: [CH:1]12[CH2:9][CH:5]([CH2:6][NH:7][CH2:8]1)[CH2:4][N:3]([CH2:10][CH:11]([OH:22])[CH2:12][O:13][C:14]1[CH:21]=[CH:20][C:17]([C:18]#[N:19])=[CH:16][CH:15]=1)[CH2:2]2.[C:23]1([CH3:35])[CH:28]=[CH:27][C:26]([S:29]([N:32]=[C:33]=[O:34])(=[O:31])=[O:30])=[CH:25][CH:24]=1. (4) Given the product [Br:4][C:5]1[CH:10]=[C:9]([O:2][CH3:1])[C:8]([N+:12]([O-:14])=[O:13])=[CH:7][C:6]=1[Cl:15], predict the reactants needed to synthesize it. The reactants are: [CH3:1][O-:2].[Na+].[Br:4][C:5]1[CH:10]=[C:9](F)[C:8]([N+:12]([O-:14])=[O:13])=[CH:7][C:6]=1[Cl:15].O. (5) Given the product [Cl:36][CH2:14][C:10]1[CH:11]=[CH:12][CH:13]=[C:8]([O:1][C:2]2[CH:7]=[CH:6][CH:5]=[CH:4][CH:3]=2)[CH:9]=1, predict the reactants needed to synthesize it. The reactants are: [O:1]([C:8]1[CH:9]=[C:10]([CH2:14]O)[CH:11]=[CH:12][CH:13]=1)[C:2]1[CH:7]=[CH:6][CH:5]=[CH:4][CH:3]=1.C1(P(C2C=CC=CC=2)C2C=CC=CC=2)C=CC=CC=1.C(Cl)(Cl)(Cl)[Cl:36]. (6) Given the product [CH3:25][C:26]1([CH3:42])[C:30]([CH3:32])([CH3:31])[O:29][B:28]([C:2]2[C:10]3[C:5](=[CH:6][CH:7]=[C:8]([C:11]([O:13][CH3:14])=[O:12])[CH:9]=3)[N:4]([S:15]([C:18]3[CH:24]=[CH:23][C:21]([CH3:22])=[CH:20][CH:19]=3)(=[O:17])=[O:16])[CH:3]=2)[O:27]1, predict the reactants needed to synthesize it. The reactants are: I[C:2]1[C:10]2[C:5](=[CH:6][CH:7]=[C:8]([C:11]([O:13][CH3:14])=[O:12])[CH:9]=2)[N:4]([S:15]([C:18]2[CH:24]=[CH:23][C:21]([CH3:22])=[CH:20][CH:19]=2)(=[O:17])=[O:16])[CH:3]=1.[CH3:25][C:26]1([CH3:42])[C:30]([CH3:32])([CH3:31])[O:29][B:28]([B:28]2[O:29][C:30]([CH3:32])([CH3:31])[C:26]([CH3:42])([CH3:25])[O:27]2)[O:27]1.C(Cl)Cl.C([O-])(=O)C.[K+]. (7) Given the product [F:1][C:2]1[CH:3]=[C:4]([C@H:9]2[CH2:13][CH2:12][CH2:11][N:10]2[C:14]2[CH:19]=[CH:18][N:17]3[N:20]=[CH:21][C:22]([C:23]([O:25][CH2:26][CH3:27])=[O:24])=[C:16]3[N:15]=2)[CH:5]=[C:6]([O:8][CH2:30][CH2:31][N:32]2[CH2:37][CH2:36][O:35][CH2:34][CH2:33]2)[CH:7]=1, predict the reactants needed to synthesize it. The reactants are: [F:1][C:2]1[CH:3]=[C:4]([C@H:9]2[CH2:13][CH2:12][CH2:11][N:10]2[C:14]2[CH:19]=[CH:18][N:17]3[N:20]=[CH:21][C:22]([C:23]([O:25][CH2:26][CH3:27])=[O:24])=[C:16]3[N:15]=2)[CH:5]=[C:6]([OH:8])[CH:7]=1.Cl.Cl[CH2:30][CH2:31][N:32]1[CH2:37][CH2:36][O:35][CH2:34][CH2:33]1.C([O-])([O-])=O.[K+].[K+]. (8) The reactants are: [F:1][C:2]1[CH:3]=[C:4]([CH:22]=[CH:23][CH:24]=1)[CH2:5][O:6][C:7]1[CH:8]=[C:9]2[C:14](=[CH:15][CH:16]=1)[C:13](=[O:17])[N:12]([CH:18]([CH3:21])[CH2:19][OH:20])[CH2:11][CH2:10]2.[H-].[Na+].[CH3:27]I.O. Given the product [F:1][C:2]1[CH:3]=[C:4]([CH:22]=[CH:23][CH:24]=1)[CH2:5][O:6][C:7]1[CH:8]=[C:9]2[C:14](=[CH:15][CH:16]=1)[C:13](=[O:17])[N:12]([CH:18]([CH3:21])[CH2:19][O:20][CH3:27])[CH2:11][CH2:10]2, predict the reactants needed to synthesize it. (9) Given the product [CH2:1]([O:8][C:9]([N:11]1[CH2:16][CH2:15][CH:14]([NH:17][C:44](=[O:45])[C:43]2[CH:47]=[CH:48][C:40]([NH:39][C:37]3[N:36]=[CH:35][C:26]4[N:27]([CH3:34])[C:28](=[O:33])[C:29]([F:31])([F:32])[CH2:30][N:24]([CH:19]5[CH2:23][CH2:22][CH2:21][CH2:20]5)[C:25]=4[N:38]=3)=[C:41]([O:49][CH3:50])[CH:42]=2)[CH:13]([OH:18])[CH2:12]1)=[O:10])[C:2]1[CH:3]=[CH:4][CH:5]=[CH:6][CH:7]=1, predict the reactants needed to synthesize it. The reactants are: [CH2:1]([O:8][C:9]([N:11]1[CH2:16][CH2:15][C@@H:14]([NH2:17])[C@H:13]([OH:18])[CH2:12]1)=[O:10])[C:2]1[CH:7]=[CH:6][CH:5]=[CH:4][CH:3]=1.[CH:19]1([N:24]2[CH2:30][C:29]([F:32])([F:31])[C:28](=[O:33])[N:27]([CH3:34])[C:26]3[CH:35]=[N:36][C:37]([NH:39][C:40]4[CH:48]=[CH:47][C:43]([C:44](O)=[O:45])=[CH:42][C:41]=4[O:49][CH3:50])=[N:38][C:25]2=3)[CH2:23][CH2:22][CH2:21][CH2:20]1.F[P-](F)(F)(F)(F)F.CN(C(N(C)C)=[N+]1C2C=CC=CC=2[N+]([O-])=N1)C.C(N(C(C)C)CC)(C)C.